Task: Predict the product of the given reaction.. Dataset: Forward reaction prediction with 1.9M reactions from USPTO patents (1976-2016) Given the reactants Br[CH2:2][CH2:3][CH2:4][O:5][Si:6]([CH:13]([CH3:15])[CH3:14])([CH:10]([CH3:12])[CH3:11])[CH:7]([CH3:9])[CH3:8].C[O:17][C:18]([C:20]1[NH:21][C:22]2[C:27]([CH:28]=1)=[CH:26][CH:25]=[CH:24][CH:23]=2)=[O:19], predict the reaction product. The product is: [CH:7]([Si:6]([CH:13]([CH3:15])[CH3:14])([CH:10]([CH3:12])[CH3:11])[O:5][CH2:4][CH2:3][CH2:2][N:21]1[C:22]2[C:27](=[CH:26][CH:25]=[CH:24][CH:23]=2)[CH:28]=[C:20]1[C:18]([OH:19])=[O:17])([CH3:9])[CH3:8].